The task is: Regression. Given a peptide amino acid sequence and an MHC pseudo amino acid sequence, predict their binding affinity value. This is MHC class II binding data.. This data is from Peptide-MHC class II binding affinity with 134,281 pairs from IEDB. (1) The peptide sequence is PEDSALLEDPAG. The MHC is HLA-DQA10501-DQB10201 with pseudo-sequence HLA-DQA10501-DQB10201. The binding affinity (normalized) is 0.222. (2) The peptide sequence is LKDLWDYMLNSTGGI. The MHC is DRB3_0101 with pseudo-sequence DRB3_0101. The binding affinity (normalized) is 0.531. (3) The peptide sequence is GPTSDEAGPAVAEQL. The MHC is HLA-DQA10301-DQB10302 with pseudo-sequence HLA-DQA10301-DQB10302. The binding affinity (normalized) is 0.486. (4) The peptide sequence is VLSFELLNAPATVCG. The binding affinity (normalized) is 0.425. The MHC is DRB1_0401 with pseudo-sequence DRB1_0401. (5) The peptide sequence is VLGLPAIKAWVAKRP. The MHC is HLA-DQA10101-DQB10501 with pseudo-sequence HLA-DQA10101-DQB10501. The binding affinity (normalized) is 0.121.